Predict which catalyst facilitates the given reaction. From a dataset of Catalyst prediction with 721,799 reactions and 888 catalyst types from USPTO. (1) Reactant: [NH2:1][C:2]1[N:6]([C:7]2[C:12]([Cl:13])=[CH:11][C:10]([C:14]([F:17])([F:16])[F:15])=[CH:9][C:8]=2[Cl:18])[N:5]=[C:4]([CH:19]=O)[C:3]=1[S:21]([CH3:23])=[O:22].Cl.[C:25]([CH2:28][O:29][NH2:30])([OH:27])=[O:26].[C:25]([CH2:28][O:29][NH2:30])([OH:27])=[O:26]. Product: [C:25]([CH2:28][O:29][N:30]=[CH:19][C:4]1[C:3]([S:21]([CH3:23])=[O:22])=[C:2]([NH2:1])[N:6]([C:7]2[C:12]([Cl:13])=[CH:11][C:10]([C:14]([F:15])([F:17])[F:16])=[CH:9][C:8]=2[Cl:18])[N:5]=1)([OH:27])=[O:26]. The catalyst class is: 858. (2) Reactant: [C:1]1([CH2:7][CH2:8][CH2:9][CH2:10][CH2:11][CH2:12][CH2:13][NH:14][C:15]([C:17]2[CH:18]=[C:19]([C:31]3[CH:36]=[CH:35][CH:34]=[C:33]([CH3:37])[CH:32]=3)[C:20]([OH:30])=[C:21]([C:23]3[CH:28]=[CH:27][CH:26]=[C:25]([CH3:29])[CH:24]=3)[CH:22]=2)=[O:16])[CH:6]=[CH:5][CH:4]=[CH:3][CH:2]=1.C([O-])([O-])=O.[K+].[K+].Br[CH2:45][C:46]([O:48][C:49]([CH3:52])([CH3:51])[CH3:50])=[O:47].CCOC(C)=O. Product: [C:49]([O:48][C:46](=[O:47])[CH2:45][O:30][C:20]1[C:19]([C:31]2[CH:36]=[CH:35][CH:34]=[C:33]([CH3:37])[CH:32]=2)=[CH:18][C:17]([C:15](=[O:16])[NH:14][CH2:13][CH2:12][CH2:11][CH2:10][CH2:9][CH2:8][CH2:7][C:1]2[CH:6]=[CH:5][CH:4]=[CH:3][CH:2]=2)=[CH:22][C:21]=1[C:23]1[CH:28]=[CH:27][CH:26]=[C:25]([CH3:29])[CH:24]=1)([CH3:52])([CH3:51])[CH3:50]. The catalyst class is: 18.